This data is from Catalyst prediction with 721,799 reactions and 888 catalyst types from USPTO. The task is: Predict which catalyst facilitates the given reaction. (1) Reactant: [C:1]([O:5][C@@H:6]([C:11]1[C:12]([CH3:42])=[N:13][C:14]2[N:15]([N:29]=[C:30]([C:32]3[CH:41]=[CH:40][C:39]4[CH2:38][CH2:37][CH2:36][CH2:35][C:34]=4[CH:33]=3)[CH:31]=2)[C:16]=1[C:17]1[C:18]([CH3:28])=[C:19]2[C:24](=[C:25]([F:27])[CH:26]=1)[O:23][CH2:22][CH2:21][CH2:20]2)[C:7]([O:9]C)=[O:8])([CH3:4])([CH3:3])[CH3:2].[OH-].[Na+]. Product: [C:1]([O:5][C@@H:6]([C:11]1[C:12]([CH3:42])=[N:13][C:14]2[N:15]([N:29]=[C:30]([C:32]3[CH:41]=[CH:40][C:39]4[CH2:38][CH2:37][CH2:36][CH2:35][C:34]=4[CH:33]=3)[CH:31]=2)[C:16]=1[C:17]1[C:18]([CH3:28])=[C:19]2[C:24](=[C:25]([F:27])[CH:26]=1)[O:23][CH2:22][CH2:21][CH2:20]2)[C:7]([OH:9])=[O:8])([CH3:4])([CH3:3])[CH3:2]. The catalyst class is: 5. (2) The catalyst class is: 1. Reactant: [Cl:1][C:2]1([Cl:8])[C@H:4]([CH3:5])[C@@H:3]1[CH2:6]O.[C:9]1(=[O:19])[NH:13][C:12](=[O:14])[C:11]2=[CH:15][CH:16]=[CH:17][CH:18]=[C:10]12.C1(P(C2C=CC=CC=2)C2C=CC=CC=2)C=CC=CC=1.CCOC(/N=N/C(OCC)=O)=O. Product: [Cl:1][C:2]1([Cl:8])[C@H:4]([CH3:5])[C@@H:3]1[CH2:6][N:13]1[C:9](=[O:19])[C:10]2[C:11](=[CH:15][CH:16]=[CH:17][CH:18]=2)[C:12]1=[O:14].